Dataset: Merck oncology drug combination screen with 23,052 pairs across 39 cell lines. Task: Regression. Given two drug SMILES strings and cell line genomic features, predict the synergy score measuring deviation from expected non-interaction effect. (1) Drug 1: C#Cc1cccc(Nc2ncnc3cc(OCCOC)c(OCCOC)cc23)c1. Drug 2: Cc1nc(Nc2ncc(C(=O)Nc3c(C)cccc3Cl)s2)cc(N2CCN(CCO)CC2)n1. Cell line: SKOV3. Synergy scores: synergy=34.9. (2) Drug 1: N#Cc1ccc(Cn2cncc2CN2CCN(c3cccc(Cl)c3)C(=O)C2)cc1. Drug 2: C=CCn1c(=O)c2cnc(Nc3ccc(N4CCN(C)CC4)cc3)nc2n1-c1cccc(C(C)(C)O)n1. Cell line: A375. Synergy scores: synergy=16.0. (3) Drug 1: CN(Cc1cnc2nc(N)nc(N)c2n1)c1ccc(C(=O)NC(CCC(=O)O)C(=O)O)cc1. Drug 2: CCN(CC)CCNC(=O)c1c(C)[nH]c(C=C2C(=O)Nc3ccc(F)cc32)c1C. Cell line: HT144. Synergy scores: synergy=-2.88. (4) Drug 1: CCc1c2c(nc3ccc(O)cc13)-c1cc3c(c(=O)n1C2)COC(=O)C3(O)CC. Drug 2: CCc1cnn2c(NCc3ccc[n+]([O-])c3)cc(N3CCCCC3CCO)nc12. Cell line: CAOV3. Synergy scores: synergy=-15.4. (5) Drug 1: C=CCn1c(=O)c2cnc(Nc3ccc(N4CCN(C)CC4)cc3)nc2n1-c1cccc(C(C)(C)O)n1. Drug 2: C#Cc1cccc(Nc2ncnc3cc(OCCOC)c(OCCOC)cc23)c1. Cell line: DLD1. Synergy scores: synergy=11.6. (6) Drug 1: CC1CC2C3CCC4=CC(=O)C=CC4(C)C3(F)C(O)CC2(C)C1(O)C(=O)CO. Drug 2: C#Cc1cccc(Nc2ncnc3cc(OCCOC)c(OCCOC)cc23)c1. Cell line: HCT116. Synergy scores: synergy=-4.75.